Predict the reactants needed to synthesize the given product. From a dataset of Full USPTO retrosynthesis dataset with 1.9M reactions from patents (1976-2016). (1) Given the product [NH2:23][C:22]1[CH:24]=[CH:25][C:19]([CH3:18])=[CH:20][C:21]=1[C:2]1[N:3]=[C:4]2[CH2:11][CH2:10][C@@H:9]([C:12]([O:14][CH2:15][CH3:16])=[O:13])[N:5]2[C:6](=[O:8])[CH:7]=1, predict the reactants needed to synthesize it. The reactants are: Cl[C:2]1[N:3]=[C:4]2[CH2:11][CH2:10][C@@H:9]([C:12]([O:14][CH2:15][CH3:16])=[O:13])[N:5]2[C:6](=[O:8])[CH:7]=1.Cl.[CH3:18][C:19]1[CH:25]=[CH:24][C:22]([NH2:23])=[C:21](B2OC(C)(C)C(C)(C)O2)[CH:20]=1.C(=O)([O-])[O-].[Na+].[Na+]. (2) Given the product [OH:20][C:17]([CH3:19])([CH3:18])[CH:15]([NH:14][C:12]([C:9]1[N:8]=[C:7]2[C:2]([C:25]3[CH:26]=[N:27][C:22]([CH3:21])=[CH:23][CH:24]=3)=[CH:3][N:4]=[CH:5][C:6]2=[N:11][CH:10]=1)=[O:13])[CH3:16], predict the reactants needed to synthesize it. The reactants are: Br[C:2]1[C:7]2=[N:8][C:9]([C:12]([NH:14][CH:15]([C:17]([OH:20])([CH3:19])[CH3:18])[CH3:16])=[O:13])=[CH:10][N:11]=[C:6]2[CH:5]=[N:4][CH:3]=1.[CH3:21][C:22]1[N:27]=[CH:26][C:25](B(O)O)=[CH:24][CH:23]=1.C(=O)([O-])[O-].[Cs+].[Cs+].O1CCOCC1.